Dataset: Forward reaction prediction with 1.9M reactions from USPTO patents (1976-2016). Task: Predict the product of the given reaction. (1) Given the reactants Cl[C:2]1[C:11]2[C:6](=[CH:7][C:8]([CH3:12])=[CH:9][CH:10]=2)[N:5]=[C:4]([C:13]2[C:18]([F:19])=[CH:17][CH:16]=[CH:15][C:14]=2[OH:20])[N:3]=1.C(N(CC)CC)C.[NH:28]1[CH2:33][CH2:32][CH:31]([NH:34][C:35](=[O:41])[O:36][C:37]([CH3:40])([CH3:39])[CH3:38])[CH2:30][CH2:29]1, predict the reaction product. The product is: [F:19][C:18]1[CH:17]=[CH:16][CH:15]=[C:14]([OH:20])[C:13]=1[C:4]1[N:3]=[C:2]([N:28]2[CH2:29][CH2:30][CH:31]([NH:34][C:35](=[O:41])[O:36][C:37]([CH3:39])([CH3:38])[CH3:40])[CH2:32][CH2:33]2)[C:11]2[C:6](=[CH:7][C:8]([CH3:12])=[CH:9][CH:10]=2)[N:5]=1. (2) Given the reactants [C:1]([C:4]1[CH:9]=[CH:8][CH:7]=[CH:6][CH:5]=1)(=[O:3])[CH3:2].[OH-].[K+], predict the reaction product. The product is: [C:4]1([CH:1]=[CH:2][C:1]([C:4]2[CH:9]=[CH:8][CH:7]=[CH:6][CH:5]=2)=[O:3])[CH:9]=[CH:8][CH:7]=[CH:6][CH:5]=1. (3) Given the reactants CN(C)/[CH:3]=[CH:4]/[C:5]([C:7]1[C:12](=[O:13])[CH:11]=[CH:10][N:9]([C:14]2[CH:19]=[CH:18][CH:17]=[C:16]([S:20]([N:23]3[CH2:28][CH2:27][CH2:26][CH2:25][CH2:24]3)(=[O:22])=[O:21])[CH:15]=2)[N:8]=1)=O.[N:30]1[C:39]2[C:34](=[C:35]([NH:40][NH2:41])[CH:36]=[CH:37][CH:38]=2)[CH:33]=[CH:32][CH:31]=1, predict the reaction product. The product is: [N:23]1([S:20]([C:16]2[CH:15]=[C:14]([N:9]3[CH:10]=[CH:11][C:12](=[O:13])[C:7]([C:5]4[N:40]([C:35]5[CH:36]=[CH:37][CH:38]=[C:39]6[C:34]=5[CH:33]=[CH:32][CH:31]=[N:30]6)[N:41]=[CH:3][CH:4]=4)=[N:8]3)[CH:19]=[CH:18][CH:17]=2)(=[O:22])=[O:21])[CH2:28][CH2:27][CH2:26][CH2:25][CH2:24]1. (4) Given the reactants C(O[C:4]([C:6]1[CH:7]=[C:8]2[CH:14]=[CH:13][O:12][C:9]2=[CH:10][N:11]=1)=[O:5])C.C[Li].[CH2:17](OCC)C.[Cl-].[NH4+], predict the reaction product. The product is: [C:4]([C:6]1[CH:7]=[C:8]2[CH:14]=[CH:13][O:12][C:9]2=[CH:10][N:11]=1)(=[O:5])[CH3:17]. (5) Given the reactants [Cl:1][C:2]1[C:3]([F:28])=[C:4]([CH:8]2[C:12]([C:15]3[CH:20]=[CH:19][C:18]([Cl:21])=[CH:17][C:16]=3[F:22])([C:13]#[N:14])[CH:11]([CH2:23][C:24]([CH3:27])([CH3:26])[CH3:25])[CH2:10][NH:9]2)[CH:5]=[CH:6][CH:7]=1.[C:29]([C:31]1[CH:36]=[CH:35][C:34]([N:37]=[C:38]=[O:39])=[CH:33][CH:32]=1)#[N:30], predict the reaction product. The product is: [C:29]([C:31]1[CH:32]=[CH:33][C:34]([NH:37][C:38]([N:9]2[CH2:10][CH:11]([CH2:23][C:24]([CH3:25])([CH3:27])[CH3:26])[C:12]([C:15]3[CH:20]=[CH:19][C:18]([Cl:21])=[CH:17][C:16]=3[F:22])([C:13]#[N:14])[CH:8]2[C:4]2[CH:5]=[CH:6][CH:7]=[C:2]([Cl:1])[C:3]=2[F:28])=[O:39])=[CH:35][CH:36]=1)#[N:30]. (6) Given the reactants [C:1]([O:5][C:6](=[O:16])[NH:7][C:8]1[S:9][CH:10]=[C:11]([C:13](=[O:15])[CH3:14])[N:12]=1)([CH3:4])([CH3:3])[CH3:2].[CH3:17][Mg]Br.[Cl-].[NH4+], predict the reaction product. The product is: [C:1]([O:5][C:6](=[O:16])[NH:7][C:8]1[S:9][CH:10]=[C:11]([C:13]([OH:15])([CH3:17])[CH3:14])[N:12]=1)([CH3:4])([CH3:2])[CH3:3]. (7) Given the reactants [CH2:1]1[C:13]2[NH:12][C:11]3[C:6](=[CH:7][CH:8]=[CH:9][CH:10]=3)[C:5]=2[CH2:4][CH2:3][NH:2]1.[CH:14](=O)[CH2:15][CH3:16].C(O)(=O)C.C(O[BH-](OC(=O)C)OC(=O)C)(=O)C.[Na+], predict the reaction product. The product is: [CH2:14]([N:2]1[CH2:3][CH2:4][C:5]2[C:6]3[C:11](=[CH:10][CH:9]=[CH:8][CH:7]=3)[NH:12][C:13]=2[CH2:1]1)[CH2:15][CH3:16]. (8) Given the reactants [CH3:1][C:2]1[CH:3]=[C:4]([OH:11])[C:5](=[CH:9][CH:10]=1)[C:6]([OH:8])=[O:7].[C:12](OC(=O)C)(=[O:14])[CH3:13].P(=O)(O)(O)O, predict the reaction product. The product is: [C:12]([O:11][C:4]1[CH:3]=[C:2]([CH3:1])[CH:10]=[CH:9][C:5]=1[C:6]([OH:8])=[O:7])(=[O:14])[CH3:13]. (9) Given the reactants [I-].[CH3:2][S+](C)(C)=O.[H-].[Na+].[F:9][C:10]([F:29])([F:28])[C:11](=[O:27])[CH2:12][C:13]([CH3:26])([C:15]1[C:23]2[O:22][CH2:21][CH2:20][C:19]=2[CH:18]=[C:17]([S:24][CH3:25])[CH:16]=1)[CH3:14].O, predict the reaction product. The product is: [CH3:26][C:13]([C:15]1[C:23]2[O:22][CH2:21][CH2:20][C:19]=2[CH:18]=[C:17]([S:24][CH3:25])[CH:16]=1)([CH3:14])[CH2:12][C:11]1([C:10]([F:9])([F:28])[F:29])[CH2:2][O:27]1. (10) Given the reactants [CH2:1]([O:3][C:4]([C@H:6]1[CH2:10][CH2:9][C@@H:8]([C:11]([OH:13])=O)[N:7]1[CH2:14][C:15]1[CH:20]=[CH:19][CH:18]=[CH:17][CH:16]=1)=[O:5])[CH3:2].[F:21][C:22]([F:32])([F:31])[O:23][C:24]1[CH:25]=[C:26]([CH:28]=[CH:29][CH:30]=1)[NH2:27].CN(C(ON1N=NC2C=CC=CC1=2)=[N+](C)C)C.F[P-](F)(F)(F)(F)F.C(N(C(C)C)CC)(C)C.Cl, predict the reaction product. The product is: [CH2:1]([O:3][C:4]([C@H:6]1[CH2:10][CH2:9][C@@H:8]([C:11](=[O:13])[NH:27][C:26]2[CH:28]=[CH:29][CH:30]=[C:24]([O:23][C:22]([F:21])([F:31])[F:32])[CH:25]=2)[N:7]1[CH2:14][C:15]1[CH:20]=[CH:19][CH:18]=[CH:17][CH:16]=1)=[O:5])[CH3:2].